This data is from Catalyst prediction with 721,799 reactions and 888 catalyst types from USPTO. The task is: Predict which catalyst facilitates the given reaction. (1) Reactant: [CH3:1][N:2]1[N:6]=[C:5]([C:7]2[CH:12]=[CH:11][C:10]([OH:13])=[CH:9][CH:8]=2)[C:4]([C:14]2[CH:19]=[CH:18][N:17]=[CH:16][CH:15]=2)=[N:3]1.Cl.Cl[CH2:22][C:23]1[CH:32]=[CH:31][C:30]2[C:25](=[CH:26][CH:27]=[CH:28][CH:29]=2)[N:24]=1.C(=O)([O-])[O-].[Cs+].[Cs+]. Product: [CH3:1][N:2]1[N:6]=[C:5]([C:7]2[CH:8]=[CH:9][C:10]([O:13][CH2:22][C:23]3[CH:32]=[CH:31][C:30]4[C:25](=[CH:26][CH:27]=[CH:28][CH:29]=4)[N:24]=3)=[CH:11][CH:12]=2)[C:4]([C:14]2[CH:19]=[CH:18][N:17]=[CH:16][CH:15]=2)=[N:3]1. The catalyst class is: 9. (2) Reactant: [C:1]1([C@@H:7]2[CH2:11][O:10][C:9](=[N:12][C:13]3[CH:14]=[N:15][CH:16]=[CH:17][CH:18]=3)[N:8]2[CH:19]2[CH2:24][CH2:23][NH:22][CH2:21][CH2:20]2)[CH:6]=[CH:5][CH:4]=[CH:3][CH:2]=1.[CH3:25][O:26][C:27](=[O:44])[C:28]1[CH:33]=[CH:32][C:31]([O:34][C:35]2[CH:40]=[CH:39][C:38]([CH:41]=O)=[C:37]([CH3:43])[N:36]=2)=[CH:30][CH:29]=1.[BH-](OC(C)=O)(OC(C)=O)OC(C)=O.[Na+]. Product: [CH3:25][O:26][C:27](=[O:44])[C:28]1[CH:33]=[CH:32][C:31]([O:34][C:35]2[CH:40]=[CH:39][C:38]([CH2:41][N:22]3[CH2:23][CH2:24][CH:19]([N:8]4[C@H:7]([C:1]5[CH:2]=[CH:3][CH:4]=[CH:5][CH:6]=5)[CH2:11][O:10][C:9]4=[N:12][C:13]4[CH:14]=[N:15][CH:16]=[CH:17][CH:18]=4)[CH2:20][CH2:21]3)=[C:37]([CH3:43])[N:36]=2)=[CH:30][CH:29]=1. The catalyst class is: 2. (3) Reactant: [CH2:1]([N:8]1[CH:16]=[N:15][C:14]2[C:9]1=[N:10][CH:11]=[N:12][C:13]=2N)[C:2]1[CH:7]=[CH:6][CH:5]=[CH:4][CH:3]=1.N(OC(C)(C)C)=O. Product: [CH2:1]([N:8]1[CH:16]=[N:15][C:14]2[C:9]1=[N:10][CH:11]=[N:12][CH:13]=2)[C:2]1[CH:3]=[CH:4][CH:5]=[CH:6][CH:7]=1. The catalyst class is: 396.